From a dataset of Peptide-MHC class I binding affinity with 185,985 pairs from IEDB/IMGT. Regression. Given a peptide amino acid sequence and an MHC pseudo amino acid sequence, predict their binding affinity value. This is MHC class I binding data. (1) The peptide sequence is IIMRRFFYF. The binding affinity (normalized) is 0.710. The MHC is HLA-B08:01 with pseudo-sequence HLA-B08:01. (2) The binding affinity (normalized) is 0.0847. The MHC is HLA-A03:01 with pseudo-sequence HLA-A03:01. The peptide sequence is DTVLFNAGL.